This data is from Forward reaction prediction with 1.9M reactions from USPTO patents (1976-2016). The task is: Predict the product of the given reaction. Given the reactants [CH3:1][C:2]1[CH:6]([CH3:7])[CH:5]=[C:4]([CH3:8])[C:3]=1[C:9]1[CH:14]=[CH:13][CH:12]=[CH:11][C:10]=1[NH2:15].C(N(CC)CC)C.[C:23](Cl)(=[O:28])[C:24]([CH3:27])([CH3:26])[CH3:25], predict the reaction product. The product is: [CH3:1][C:2]1[CH:6]([CH3:7])[CH:5]=[C:4]([CH3:8])[C:3]=1[C:9]1[CH:14]=[CH:13][CH:12]=[CH:11][C:10]=1[NH:15][C:23](=[O:28])[C:24]([CH3:27])([CH3:26])[CH3:25].